This data is from Drug-target binding data from BindingDB using Ki measurements. The task is: Regression. Given a target protein amino acid sequence and a drug SMILES string, predict the binding affinity score between them. We predict pKi (pKi = -log10(Ki in M); higher means stronger inhibition). Dataset: bindingdb_ki. (1) The drug is N=C(N)c1cccc(N2CC(CNC(=O)c3ccccc3)CN(CC3CCN(Cc4ccccc4)CC3)C2=O)c1. The target protein (Q04756) has sequence MGRWAWVPSPWPPPGLGPFLLLLLLLLLLPRGFQPQPGGNRTESPEPNATATPAIPTILVTSVTSETPATSAPEAEGPQSGGLPPPPRAVPSSSSPQAQALTEDGRPCRFPFRYGGRMLHACTSEGSAHRKWCATTHNYDRDRAWGYCVEATPPPGGPAALDPCASGPCLNGGSCSNTQDPQSYHCSCPRAFTGKDCGTEKCFDETRYEYLEGGDRWARVRQGHVEQCECFGGRTWCEGTRHTACLSSPCLNGGTCHLIVATGTTVCACPPGFAGRLCNIEPDERCFLGNGTGYRGVASTSASGLSCLAWNSDLLYQELHVDSVGAAALLGLGPHAYCRNPDNDERPWCYVVKDSALSWEYCRLEACESLTRVQLSPDLLATLPEPASPGRQACGRRHKKRTFLRPRIIGGSSSLPGSHPWLAAIYIGDSFCAGSLVHTCWVVSAAHCFSHSPPRDSVSVVLGQHFFNRTTDVTQTFGIEKYIPYTLYSVFNPSDHDLVL.... The pKi is 6.0. (2) The drug is CC[C@H](C)[C@@H](C(=O)N[C@H]1CCc2cccc3c2N(C1=O)[C@H](C(=O)NCCC(=O)O)C3)N(C)C(C)=O. The target protein (P10144) has sequence MQPILLLLAFLLLPRADAGEIIGGHEAKPHSRPYMAYLMIWDQKSLKRCGGFLIRDDFVLTAAHCWGSSINVTLGAHNIKEQEPTQQFIPVKRPIPHPAYNPKNFSNDIMLLQLERKAKRTRAVQPLRLPSNKAQVKPGQTCSVAGWGQTAPLGKHSHTLQEVKMTVQEDRKCESDLRHYYDSTIELCVGDPEIKKTSFKGDSGGPLVCNKVAQGIVSYGRNNGMPPRACTKVSSFVHWIKKTMKRY. The pKi is 6.2. (3) The small molecule is CCC(=O)C(CC(C)N(C)C)(c1ccccc1)c1ccccc1. The target is MLLARMKPQVQPELGGADQ. The pKi is 6.2. (4) The small molecule is c1ccc2oc(SCCCCN3CCN(C4CCCCC4)CC3)nc2c1. The target protein sequence is MGALAARRCVEWLLGLYFVSHIPITLFIDLQAVLPPELYPQEFSNLLRWYSKEFKDPLMQEPPVWFKSFLLCELVFQLPFFPIAAYAFFKGSCRWIRIPAIIYAAHTITTLIPILYTLLFEDFSKAVAFKGQRPESFRERLTLVGVYAPYLIIPLILLLFMLRNPYYKYEEKRKKK. The pKi is 8.4. (5) The compound is CN(C)CCN(C)CCNC(=O)c1cccn1S(=O)(=O)c1ccc(N[N-]C(=[SH+])NC2c3ccccc3CCc3ccccc32)c([N+](=O)[O-])c1. The target protein (P25023) has sequence MDTRSSLCPKTQAVVAVFWGPGCHLSTCIEMFNITTQALGSAHNGTFSEVNCPDTEWWSWLNAIQAPFLWVLFLLAALENIFVLSVFCLHKTNCTVAEIYLGNLAAADLILACGLPFWAITIANNFDWLFGEVLCRVVNTMIYMNLYSSICFLMLVSIDRYLALVKTMSMGRMRGVRWAKLYSLVIWSCTLLLSSPMLVFRTMKDYREEGHNVTACVIVYPSRSWEVFTNMLLNLVGFLLPLSIITFCTVRIMQVLRNNEMKKFKEVQTEKKATVLVLAVLGLFVLCWFPFQISTFLDTLLRLGVLSGCWNERAVDIVTQISSYVAYSNSCLNPLVYVIVGKRFRKKSREVYQAICRKGGCMGESVQMENSMGTLRTSISVDRQIHKLQDWAGNKQ. The pKi is 7.2. (6) The small molecule is CC1=C(C(=O)O)N2C(=O)[C@@H](NC(=O)[C@H](N)c3ccc(O)cc3)[C@H]2SC1. The target protein (Q63424) has sequence MNPFQKNESKETLFSPVSTEEMLPRPPSPPKKSPPKIFGSSYPVSIAFIVVNEFCERFSYYGMKAVLTLYFLYFLHWNEDTSTSVYHAFSSLCYFTPILGAAIADSWLGKFKTIIYLSLVYVLGHVFKSLGAIPILGGKMLHTILSLVGLSLIALGTGGIKPCVAAFGGDQFEEEHAEARTRYFSVFYLAINAGSLISTFITPMLRGDVKCFGQDCYALAFGVPGLLMVLALVVFAMGSKMYRKPPPEGNIVAQVIKCIWFALCNRFRNRSGDLPKRQHWLDWAAEKYPKHLIADVKALTRVLFLYIPLPMFWALLDQQGSRWTLQANKMNGDLGFFVLQPDQMQVLNPFLVLIFIPLFDLVIYRLISKCRINFSSLRKMAVGMILACLAFAVAALVETKINGMIHPQPASQEIFLQVLNLADGDVKVTVLGSRNNSLLVESVSSFQNTTHYSKLHLEAKSQDLHFHLKYNSLSVHNDHSVEEKNCYQLLIHQDGESISS.... The pKi is 5.5. (7) The drug is CC(CCOC(=O)N1CCC1(C)C)N(C)C. The target protein (P04757) has sequence MGVVLLPPPLSMLMLVLMLLPAASASEAEHRLFQYLFEDYNEIIRPVANVSHPVIIQFEVSMSQLVKVDEVNQIMETNLWLKQIWNDYKLKWKPSDYQGVEFMRVPAEKIWKPDIVLYNNADGDFQVDDKTKALLKYTGEVTWIPPAIFKSSCKIDVTYFPFDYQNCTMKFGSWSYDKAKIDLVLIGSSMNLKDYWESGEWAIIKAPGYKHEIKYNCCEEIYQDITYSLYIRRLPLFYTINLIIPCLLISFLTVLVFYLPSDCGEKVTLCISVLLSLTVFLLVITETIPSTSLVIPLIGEYLLFTMIFVTLSIVITVFVLNVHYRTPTTHTMPTWVKAVFLNLLPRVMFMTRPTSGEGDTPKTRTFYGAELSNLNCFSRADSKSCKEGYPCQDGTCGYCHHRRVKISNFSANLTRSSSSESVNAVLSLSALSPEIKEAIQSVKYIAENMKAQNVAKEIQDDWKYVAMVIDRIFLWVFILVCILGTAGLFLQPLMARDDT. The pKi is 7.3. (8) The drug is CC[C@H](C)[C@H](NC(=O)[C@@H](N)Cc1ccc(O)cc1)C(=O)N[C@@H](Cc1cnc[nH]1)C(=O)N1CCC[C@H]1C(=O)N[C@@H](Cc1ccccc1)C(=O)O. The pKi is 6.0. The target protein (Q58DD0) has sequence MTGSFWLLLSLVAVTAAQSTTEEQAKTFLEKFNHEAEDLSYQSSLASWNYNTNITDENVQKMNEARAKWSAFYEEQSRMAKTYSLEEIQNLTLKRQLKALQHSGTSALSAEKSKRLNTILNKMSTIYSTGKVLDPNTQECLALEPGLDDIMENSRDYNRRLWAWEGWRAEVGKQLRPLYEEYVVLENEMARANNYEDYGDYWRGDYEVTGAGDYDYSRDQLMKDVERTFAEIKPLYEQLHAYVRAKLMHTYPSYISPTGCLPAHLLGDMWGRFWTNLYSLTVPFEHKPSIDVTEKMENQSWDAERIFKEAEKFFVSISLPYMTQGFWDNSMLTEPGDGRKVVCHPTAWDLGKGDFRIKMCTKVTMDDFLTAHHEMGHIQYDMAYAAQPYLLRNGANEGFHEAVGEIMSLSAATPHYLKALGLLAPDFHEDNETEINFLLKQALTIVGTLPFTYMLEKWRWMVFKGEIPKQQWMEKWWEMKREIVGVVEPLPHDETYCDPA.... (9) The small molecule is O=C(O)c1ccccc1O. The target protein (O35956) has sequence MAFNDLLKQVGGVGRFQLIQVTMVVAPLLLMASHNTLQNFTAAIPPHHCRPPANANLSKDGGLEAWLPLDKQGQPESCLRFTSPQWGPPFYNGTEANGTRVTEPCIDGWVYDNSTFPSTIVTEWNLVCSHRAFRQLAQSLYMVGVLLGAMVFGYLADRLGRRKVLILNYLQTAVSGTCAAYAPNYTVYCVFRLLSGMSLASIAINCMTLNVEWMPIHTRAYVGTLIGYVYSLGQFLLAGIAYAVPHWRHLQLVVSVPFFIAFIYSWFFIESARWYSSSGRLDLTLRALQRVARINGKQEEGAKLSIEVLRTSLQKELTLSKGQASAMELLRCPTLRHLFLCLSMLWFATSFAYYGLVMDLQGFGVSMYLIQVIFGAVDLPAKFVCFLVINSMGRRPAQMASLLLAGICILVNGIIPKSHTIIRTSLAVLGKGCLASSFNCIFLYTGELYPTVIRQTGLGMGSTMARVGSIVSPLVSMTAEFYPSMPLFIFGAVPVVASAV.... The pKi is 3.5.